From a dataset of Catalyst prediction with 721,799 reactions and 888 catalyst types from USPTO. Predict which catalyst facilitates the given reaction. (1) Reactant: [NH2:1][C:2]1[CH:9]=[CH:8][C:5]([CH2:6][NH2:7])=[CH:4][CH:3]=1.C(N(CC)C(C)C)(C)C.C([O:21][C:22]([C:24]1[N:29]2[C:30]([C:33](=[O:38])C(Cl)(Cl)Cl)=[CH:31][N:32]=[C:28]2[CH:27]=[CH:26][CH:25]=1)=O)C. Product: [NH2:1][C:2]1[CH:9]=[CH:8][C:5]([CH2:6][N:7]2[C:22](=[O:21])[C:24]3[N:29]4[C:30](=[CH:31][N:32]=[C:28]4[CH:27]=[CH:26][CH:25]=3)[C:33]2=[O:38])=[CH:4][CH:3]=1. The catalyst class is: 10. (2) Reactant: [Cl:1][C:2]1[N:3]=[CH:4][C:5]2[N:11]([CH3:12])[C:10](=[O:13])[CH2:9][CH2:8][N:7]([CH:14]3[CH2:18][CH2:17][CH2:16][CH2:15]3)[C:6]=2[N:19]=1.C([N-]C(C)C)(C)C.[Li+].[CH:28](=[O:30])[CH3:29].C(OCC)(=O)C. Product: [Cl:1][C:2]1[N:3]=[CH:4][C:5]2[N:11]([CH3:12])[C:10](=[O:13])[CH:9]([CH:28]([OH:30])[CH3:29])[CH2:8][N:7]([CH:14]3[CH2:18][CH2:17][CH2:16][CH2:15]3)[C:6]=2[N:19]=1. The catalyst class is: 7. (3) Reactant: [Br:1][C:2]1[C:3](=[O:29])[N:4]([C:21]2[C:26]([F:27])=[CH:25][CH:24]=[CH:23][C:22]=2[F:28])[C:5]([CH3:20])=[C:6]([CH:18]=[CH2:19])[C:7]=1[O:8][CH2:9][C:10]1[CH:15]=[CH:14][C:13]([F:16])=[CH:12][C:11]=1[F:17].C[N+]1([O-])CCOCC1.C(#N)C.[OH2:41].[OH2:42].CC(C)=O. Product: [Br:1][C:2]1[C:3](=[O:29])[N:4]([C:21]2[C:22]([F:28])=[CH:23][CH:24]=[CH:25][C:26]=2[F:27])[C:5]([CH3:20])=[C:6]([CH:18]([OH:42])[CH2:19][OH:41])[C:7]=1[O:8][CH2:9][C:10]1[CH:15]=[CH:14][C:13]([F:16])=[CH:12][C:11]=1[F:17]. The catalyst class is: 771. (4) Reactant: Br[C:2]1[CH:15]=[CH:14][C:13]2[C:4](=[C:5]([O:16][C@H:17]3[CH2:21][N:20]([C:22]([O:24][C:25]([CH3:28])([CH3:27])[CH3:26])=[O:23])[C@H:19]([C:29]([O:31][CH3:32])=[O:30])[CH2:18]3)[N:6]=[C:7]3[C:12]=2[CH:11]=[CH:10][CH:9]=[CH:8]3)[CH:3]=1.[CH:33]([Sn](CCCC)(CCCC)CCCC)=[CH2:34]. Product: [CH:33]([C:2]1[CH:15]=[CH:14][C:13]2[C:4](=[C:5]([O:16][C@H:17]3[CH2:21][N:20]([C:22]([O:24][C:25]([CH3:26])([CH3:28])[CH3:27])=[O:23])[C@H:19]([C:29]([O:31][CH3:32])=[O:30])[CH2:18]3)[N:6]=[C:7]3[C:12]=2[CH:11]=[CH:10][CH:9]=[CH:8]3)[CH:3]=1)=[CH2:34]. The catalyst class is: 109. (5) Reactant: [CH:1]1([C:6]2[N:11]=[C:10]([CH2:12][N:13]3[C:21]4[C:16](=[C:17]([N+:22]([O-])=O)[CH:18]=[CH:19][CH:20]=4)[C:15]([CH3:25])=[N:14]3)[CH:9]=[CH:8][CH:7]=2)[CH2:5][CH2:4][CH2:3][CH2:2]1. Product: [CH:1]1([C:6]2[N:11]=[C:10]([CH2:12][N:13]3[C:21]4[CH:20]=[CH:19][CH:18]=[C:17]([NH2:22])[C:16]=4[C:15]([CH3:25])=[N:14]3)[CH:9]=[CH:8][CH:7]=2)[CH2:2][CH2:3][CH2:4][CH2:5]1. The catalyst class is: 105.